From a dataset of Forward reaction prediction with 1.9M reactions from USPTO patents (1976-2016). Predict the product of the given reaction. (1) Given the reactants [CH3:1][C:2]1[CH:7]=[CH:6][CH:5]=[C:4]([CH3:8])[C:3]=1B(O)O.Cl[C:13]1[CH:18]=[C:17]([CH3:19])[C:16]([N+:20]([O-:22])=[O:21])=[CH:15][N:14]=1.C([O-])([O-])=O.[Na+].[Na+].O, predict the reaction product. The product is: [CH3:1][C:2]1[CH:7]=[CH:6][CH:5]=[C:4]([CH3:8])[C:3]=1[C:13]1[CH:18]=[C:17]([CH3:19])[C:16]([N+:20]([O-:22])=[O:21])=[CH:15][N:14]=1. (2) Given the reactants [F:1][C:2]1[CH:3]=[C:4]([CH:7]=[CH:8][C:9]=1[O:10][CH3:11])[C:5]#N.[CH2:12]([Mg]Br)[CH3:13].C1C[O:19]CC1, predict the reaction product. The product is: [F:1][C:2]1[CH:3]=[C:4]([C:5](=[O:19])[CH2:12][CH3:13])[CH:7]=[CH:8][C:9]=1[O:10][CH3:11]. (3) Given the reactants C([N:4]1[C:12]2[C:7](=[CH:8][C:9]([C:13](=[O:15])[CH3:14])=[CH:10][CH:11]=2)[C:6](=[C:16](OCC)[C:17]2[CH:22]=[CH:21][CH:20]=[CH:19][CH:18]=2)[C:5]1=[O:26])(=O)C.[CH3:27][N:28]([CH2:30][C:31]1[CH:36]=[CH:35][C:34]([NH2:37])=[CH:33][CH:32]=1)[CH3:29].N, predict the reaction product. The product is: [C:13]([C:9]1[CH:8]=[C:7]2[C:12](=[CH:11][CH:10]=1)[NH:4][C:5](=[O:26])[C:6]2=[C:16]([NH:37][C:34]1[CH:33]=[CH:32][C:31]([CH2:30][N:28]([CH3:27])[CH3:29])=[CH:36][CH:35]=1)[C:17]1[CH:22]=[CH:21][CH:20]=[CH:19][CH:18]=1)(=[O:15])[CH3:14]. (4) The product is: [F:1][C:2]([F:7])([F:6])[C:3]([O-:5])=[O:4].[C:8]([CH2:11][CH2:12][CH2:13][CH2:14][CH2:15][C@@H:16]([C:33]1[NH:34][C:35]([C:38]2[CH:47]=[CH:46][C:45]3[C:40](=[CH:41][CH:42]=[CH:43][CH:44]=3)[CH:39]=2)=[CH:36][NH+:37]=1)[NH:17][S:59]([N:58]([CH3:63])[CH3:57])(=[O:61])=[O:60])([OH:10])=[O:9]. Given the reactants [F:1][C:2]([F:7])([F:6])[C:3]([O-:5])=[O:4].[C:8]([CH2:11][CH2:12][CH2:13][CH2:14][CH2:15][C@@H:16]([C:33]1[NH2+:34][C:35]([C:38]2[CH:47]=[CH:46][C:45]3[C:40](=[CH:41][CH:42]=[CH:43][CH:44]=3)[CH:39]=2)=[CH:36][N:37]=1)[NH:17]C(=O)CC1C2C(=CC=C(OC)C=2)NC=1C)([OH:10])=[O:9].CCN(C(C)C)C(C)C.[CH3:57][N:58]([CH3:63])[S:59](Cl)(=[O:61])=[O:60], predict the reaction product. (5) Given the reactants [NH2:1][CH2:2][CH2:3][OH:4].C(N(CC)CC)C.[Br:12][C:13]1[CH:18]=[CH:17][C:16]([S:19](Cl)(=[O:21])=[O:20])=[C:15]([F:23])[CH:14]=1, predict the reaction product. The product is: [Br:12][C:13]1[CH:18]=[CH:17][C:16]([S:19]([NH:1][CH2:2][CH2:3][OH:4])(=[O:20])=[O:21])=[C:15]([F:23])[CH:14]=1.